Task: Predict the reactants needed to synthesize the given product.. Dataset: Full USPTO retrosynthesis dataset with 1.9M reactions from patents (1976-2016) (1) Given the product [F:21][C:22]([F:35])([F:36])[C:23]1[CH:24]=[C:25]([CH:28]=[C:29]([C:31]([F:34])([F:32])[F:33])[CH:30]=1)[CH2:26][N:14]1[C@@H:13]([CH3:18])[C@H:12]([C:3]2[CH:4]=[C:5]([C:8]([F:9])([F:10])[F:11])[CH:6]=[CH:7][C:2]=2[I:1])[O:16][C:15]1=[O:17], predict the reactants needed to synthesize it. The reactants are: [I:1][C:2]1[CH:7]=[CH:6][C:5]([C:8]([F:11])([F:10])[F:9])=[CH:4][C:3]=1[C@@H:12]1[O:16][C:15](=[O:17])[NH:14][C@H:13]1[CH3:18].[H-].[Na+].[F:21][C:22]([F:36])([F:35])[C:23]1[CH:24]=[C:25]([CH:28]=[C:29]([C:31]([F:34])([F:33])[F:32])[CH:30]=1)[CH2:26]Br. (2) Given the product [S:1]([C:10]1[CH:15]=[CH:14][C:13]([O:16][CH2:24][CH2:25][O:26][CH2:27][CH2:28][O:20][CH3:17])=[CH:12][CH:11]=1)([C:3]1[CH:8]=[CH:7][C:6]([O:9][CH2:24][CH2:25][O:26][CH2:27][CH2:28][O:29][CH3:30])=[CH:5][CH:4]=1)=[O:2], predict the reactants needed to synthesize it. The reactants are: [S:1]([C:10]1[CH:15]=[CH:14][C:13]([OH:16])=[CH:12][CH:11]=1)([C:3]1[CH:8]=[CH:7][C:6]([OH:9])=[CH:5][CH:4]=1)=[O:2].[C:17](=[O:20])([O-])[O-].[K+].[K+].Br[CH2:24][CH2:25][O:26][CH2:27][CH2:28][O:29][CH3:30]. (3) Given the product [NH2:36][C:33]1[N:34]=[CH:35][C:30]([C:2]2[CH:3]=[N:4][CH:5]=[C:6]([CH:21]=2)[C:7]([NH:9][C:10]2[CH:15]=[CH:14][C:13]([O:16][C:17]([F:20])([F:19])[F:18])=[CH:12][CH:11]=2)=[O:8])=[CH:31][N:32]=1, predict the reactants needed to synthesize it. The reactants are: Br[C:2]1[CH:3]=[N:4][CH:5]=[C:6]([CH:21]=1)[C:7]([NH:9][C:10]1[CH:15]=[CH:14][C:13]([O:16][C:17]([F:20])([F:19])[F:18])=[CH:12][CH:11]=1)=[O:8].CC1(C)C(C)(C)OB([C:30]2[CH:31]=[N:32][C:33]([NH2:36])=[N:34][CH:35]=2)O1.C([O-])([O-])=O.[K+].[K+].O. (4) Given the product [NH2:5][C:8]1[CH:16]=[CH:15][C:11]2[N:12]=[CH:13][S:14][C:10]=2[CH:9]=1, predict the reactants needed to synthesize it. The reactants are: Cl[Sn]Cl.Cl.[N+:5]([C:8]1[CH:16]=[CH:15][C:11]2[N:12]=[CH:13][S:14][C:10]=2[CH:9]=1)([O-])=O.[OH-].[Na+]. (5) The reactants are: [CH3:1][S:2]([N:5]1[CH2:14][CH2:13][C:12]2[C:7](=[CH:8][CH:9]=[C:10]([O:15][CH2:16][CH2:17][CH2:18][CH:19]3[CH2:24][CH2:23][N:22]([C:25]#[N:26])[CH2:21][CH2:20]3)[CH:11]=2)[CH2:6]1)(=[O:4])=[O:3].[Cl-].[NH4+].[N-:29]=[N+:30]=[N-:31].[Na+]. Given the product [NH:29]1[C:25]([N:22]2[CH2:23][CH2:24][CH:19]([CH2:18][CH2:17][CH2:16][O:15][C:10]3[CH:11]=[C:12]4[C:7](=[CH:8][CH:9]=3)[CH2:6][N:5]([S:2]([CH3:1])(=[O:3])=[O:4])[CH2:14][CH2:13]4)[CH2:20][CH2:21]2)=[N:26][N:31]=[N:30]1, predict the reactants needed to synthesize it. (6) Given the product [Br:1][C:2]1[CH:3]=[N:4][C:5]([O:32][CH2:31][CH2:30][O:29][C:25]2[C:24]([C:33]3[CH:38]=[CH:37][C:36]([O:39][CH3:40])=[CH:35][CH:34]=3)=[C:23]([NH:22][S:19]([C:16]3[CH:15]=[CH:14][C:13]([C:9]([CH3:11])([CH3:10])[CH3:12])=[CH:18][CH:17]=3)(=[O:20])=[O:21])[N:27]([CH3:28])[N:26]=2)=[N:6][CH:7]=1, predict the reactants needed to synthesize it. The reactants are: [Br:1][C:2]1[CH:3]=[N:4][C:5](Cl)=[N:6][CH:7]=1.[C:9]([C:13]1[CH:18]=[CH:17][C:16]([S:19]([NH:22][C:23]2[N:27]([CH3:28])[N:26]=[C:25]([O:29][CH2:30][CH2:31][OH:32])[C:24]=2[C:33]2[CH:38]=[CH:37][C:36]([O:39][CH3:40])=[CH:35][CH:34]=2)(=[O:21])=[O:20])=[CH:15][CH:14]=1)([CH3:12])([CH3:11])[CH3:10].